This data is from NCI-60 drug combinations with 297,098 pairs across 59 cell lines. The task is: Regression. Given two drug SMILES strings and cell line genomic features, predict the synergy score measuring deviation from expected non-interaction effect. Drug 1: CC12CCC3C(C1CCC2NC(=O)OCC(F)(F)F)CCC4C3(C=CC(=O)N4C)C. Drug 2: C1CCC(C(C1)[NH-])[NH-].C(=O)(C(=O)[O-])[O-].[Pt+4]. Cell line: SW-620. Synergy scores: CSS=43.2, Synergy_ZIP=1.87, Synergy_Bliss=0.703, Synergy_Loewe=-7.26, Synergy_HSA=0.902.